From a dataset of Forward reaction prediction with 1.9M reactions from USPTO patents (1976-2016). Predict the product of the given reaction. (1) Given the reactants Br[CH2:2][C:3]1[CH:12]=[CH:11][C:6]([C:7]([O:9][CH3:10])=[O:8])=[CH:5][C:4]=1[F:13].[F:14][C:15]1[CH:16]=[C:17]([SH:23])[CH:18]=[CH:19][C:20]=1[O:21][CH3:22], predict the reaction product. The product is: [F:13][C:4]1[CH:5]=[C:6]([CH:11]=[CH:12][C:3]=1[CH2:2][S:23][C:17]1[CH:18]=[CH:19][C:20]([O:21][CH3:22])=[C:15]([F:14])[CH:16]=1)[C:7]([O:9][CH3:10])=[O:8]. (2) Given the reactants Cl.[Br:2][C:3]1[C:4]([C@@H:10]([NH2:20])[CH2:11][C:12]2[CH:17]=[C:16]([F:18])[CH:15]=[C:14]([F:19])[CH:13]=2)=[N:5][C:6]([Br:9])=[CH:7][CH:8]=1.[C:21](O[C:21]([O:23][C:24]([CH3:27])([CH3:26])[CH3:25])=[O:22])([O:23][C:24]([CH3:27])([CH3:26])[CH3:25])=[O:22].C(N(CC)CC)C, predict the reaction product. The product is: [Br:2][C:3]1[C:4]([C@@H:10]([NH:20][C:21](=[O:22])[O:23][C:24]([CH3:27])([CH3:26])[CH3:25])[CH2:11][C:12]2[CH:17]=[C:16]([F:18])[CH:15]=[C:14]([F:19])[CH:13]=2)=[N:5][C:6]([Br:9])=[CH:7][CH:8]=1. (3) Given the reactants [CH3:1][C:2]1[N:3]=[C:4]([NH:10][C:11](=[O:28])[CH2:12][C:13]2[CH:21]=[CH:20][CH:19]=[C:18]3[C:14]=2[CH:15]=[N:16][N:17]3[CH:22]2[CH2:27][CH2:26][CH2:25][CH2:24][O:23]2)[S:5][C:6]=1[C:7](O)=[O:8].CN(C(ON1N=NC2C=CC=CC1=2)=[N+](C)C)C.F[P-](F)(F)(F)(F)F.C1C=CC2N(O)N=NC=2C=1.[CH3:63][C:64]([O:67][C:68]([NH:70][CH2:71][C@H:72]([NH2:77])[C:73]([O:75][CH3:76])=[O:74])=[O:69])([CH3:66])[CH3:65].Cl.C(N(CC)CC)C, predict the reaction product. The product is: [CH3:76][O:75][C:73](=[O:74])[C@@H:72]([NH:77][C:7]([C:6]1[S:5][C:4]([NH:10][C:11](=[O:28])[CH2:12][C:13]2[CH:21]=[CH:20][CH:19]=[C:18]3[C:14]=2[CH:15]=[N:16][N:17]3[CH:22]2[CH2:27][CH2:26][CH2:25][CH2:24][O:23]2)=[N:3][C:2]=1[CH3:1])=[O:8])[CH2:71][NH:70][C:68]([O:67][C:64]([CH3:63])([CH3:66])[CH3:65])=[O:69].